This data is from Reaction yield outcomes from USPTO patents with 853,638 reactions. The task is: Predict the reaction yield, written as a fraction of the theoretical maximum amount of product (1.0 means a 100% yield; for example, 0.34 means a 34% yield). (1) The catalyst is C1COCC1. The reactants are [N+:1]([C:4]1[CH:14]=[CH:13][C:7]([O:8][CH2:9][C:10]([OH:12])=O)=[CH:6][CH:5]=1)([O-:3])=[O:2].Cl.C([N:18](CC)[CH2:19][CH3:20])C.CC[N:25]=C=NCCCN(C)C.Cl.C(N(C(C)C)CC)(C)C. The product is [N+:1]([C:4]1[CH:5]=[CH:6][C:7]([O:8][CH2:9][C:10]2[O:12][N:25]=[C:19]([CH3:20])[N:18]=2)=[CH:13][CH:14]=1)([O-:3])=[O:2]. The yield is 0.600. (2) The reactants are [CH3:1][O:2][C:3]1[CH:28]=[CH:27][C:6]([CH2:7][N:8]2[C:12]3=[N:13][CH:14]=[CH:15][C:16]([O:17][C:18]4[CH:23]=[CH:22][C:21]([NH2:24])=[CH:20][C:19]=4[F:25])=[C:11]3[C:10](I)=[N:9]2)=[CH:5][CH:4]=1.[CH3:29][N:30]([CH3:36])[C@@H:31]1[CH2:35][CH2:34][NH:33][CH2:32]1.C1C=CC(P(C2C=CC3C(=CC=CC=3)C=2C2C3C(=CC=CC=3)C=CC=2P(C2C=CC=CC=2)C2C=CC=CC=2)C2C=CC=CC=2)=CC=1.CC([O-])(C)C.[Na+].C1OCCOCCOCCOCCOCCOC1. The catalyst is C1COCC1.ClCCl.C1C=CC(/C=C/C(/C=C/C2C=CC=CC=2)=O)=CC=1.C1C=CC(/C=C/C(/C=C/C2C=CC=CC=2)=O)=CC=1.[Pd]. The product is [NH2:24][C:21]1[CH:22]=[CH:23][C:18]([O:17][C:16]2[CH:15]=[CH:14][N:13]=[C:12]3[N:8]([CH2:7][C:6]4[CH:27]=[CH:28][C:3]([O:2][CH3:1])=[CH:4][CH:5]=4)[N:9]=[C:10]([N:33]4[CH2:34][CH2:35][C@@H:31]([N:30]([CH3:36])[CH3:29])[CH2:32]4)[C:11]=23)=[C:19]([F:25])[CH:20]=1. The yield is 0.840. (3) The reactants are [Br:1][C:2]1[CH:3]=[C:4]([N:8]2[C:16]3[CH2:15][CH2:14][NH:13][CH2:12][C:11]=3[C:10]([C:17]([O:19][CH2:20][CH3:21])=[O:18])=[N:9]2)[CH:5]=[CH:6][CH:7]=1.Br[C:23]1[S:24][CH:25]=[CH:26][N:27]=1.C(=O)([O-])[O-].[K+].[K+]. No catalyst specified. The product is [Br:1][C:2]1[CH:3]=[C:4]([N:8]2[C:16]3[CH2:15][CH2:14][N:13]([C:23]4[S:24][CH:25]=[CH:26][N:27]=4)[CH2:12][C:11]=3[C:10]([C:17]([O:19][CH2:20][CH3:21])=[O:18])=[N:9]2)[CH:5]=[CH:6][CH:7]=1. The yield is 0.630. (4) The reactants are [CH3:1][NH:2][CH2:3][CH2:4][O:5][CH2:6][C:7]([OH:9])=[O:8].C(N(CC)CC)C.Cl[Si](C)(C)C.[CH3:22][O:23][C:24]1[CH:29]=[CH:28][C:27]([S:30](Cl)(=[O:32])=[O:31])=[C:26]([C:34]([F:37])([F:36])[F:35])[CH:25]=1. The catalyst is C(Cl)(Cl)Cl.C(#N)C. The product is [CH3:22][O:23][C:24]1[CH:29]=[CH:28][C:27]([S:30]([N:2]([CH3:1])[CH2:3][CH2:4][O:5][CH2:6][C:7]([OH:9])=[O:8])(=[O:32])=[O:31])=[C:26]([C:34]([F:37])([F:35])[F:36])[CH:25]=1. The yield is 0.280. (5) The reactants are [CH2:1]([Li])[CH2:2][CH2:3][CH3:4].[Br:6][C:7]1[CH:11]=[CH:10][S:9][CH:8]=1.[N:12]12[CH2:19][CH2:18][C:15]([C:20]([O:22]CC)=O)([CH2:16][CH2:17]1)[CH2:14][CH2:13]2. The catalyst is C(OCC)C.C1COCC1.CCOCC.CS(C)=O. The product is [Br-:6].[CH2:1]([N+:12]12[CH2:13][CH2:14][C:15]([C:20]([OH:22])([C:7]3[CH:11]=[CH:10][S:9][CH:8]=3)[C:7]3[CH:11]=[CH:10][S:9][CH:8]=3)([CH2:16][CH2:17]1)[CH2:18][CH2:19]2)[CH2:2][CH2:3][CH3:4]. The yield is 0.0940. (6) The reactants are [OH:1][C:2]1[CH:3]=[C:4]2[C:9](=[CH:10][CH:11]=1)[S:8][C:7]([CH3:13])([CH3:12])[CH2:6][C:5]2=[O:14].[F:15][C:16]([F:29])([F:28])[S:17](O[S:17]([C:16]([F:29])([F:28])[F:15])(=[O:19])=[O:18])(=[O:19])=[O:18]. The product is [F:15][C:16]([F:29])([F:28])[S:17]([O:1][C:2]1[CH:3]=[C:4]2[C:9](=[CH:10][CH:11]=1)[S:8][C:7]([CH3:12])([CH3:13])[CH2:6][C:5]2=[O:14])(=[O:19])=[O:18]. The yield is 0.470. The catalyst is N1C=CC=CC=1. (7) The reactants are [OH:1][C:2]1[CH:7]=[C:6]([Cl:8])[CH:5]=[CH:4][C:3]=1[C:9]1[O:10][C:11]([CH:26]([CH3:28])[CH3:27])=[C:12]([CH2:14][CH2:15][C:16]([C:18]2[CH:23]=[CH:22][C:21]([OH:24])=[C:20]([CH3:25])[CH:19]=2)=[O:17])[N:13]=1.Br[C:30]([CH3:37])([CH3:36])[C:31]([O:33][CH2:34][CH3:35])=[O:32].C(=O)([O-])[O-].[K+].[K+]. The catalyst is C(C(C)=O)C. The product is [OH:1][C:2]1[CH:7]=[C:6]([Cl:8])[CH:5]=[CH:4][C:3]=1[C:9]1[O:10][C:11]([CH:26]([CH3:28])[CH3:27])=[C:12]([CH2:14][CH2:15][C:16]([C:18]2[CH:23]=[CH:22][C:21]([O:24][C:30]([CH3:37])([CH3:36])[C:31]([O:33][CH2:34][CH3:35])=[O:32])=[C:20]([CH3:25])[CH:19]=2)=[O:17])[N:13]=1. The yield is 0.430.